Dataset: Full USPTO retrosynthesis dataset with 1.9M reactions from patents (1976-2016). Task: Predict the reactants needed to synthesize the given product. (1) The reactants are: C(N(CC)CC)C.[CH2:8]([O:15][C:16]([NH:18][CH2:19][CH2:20][CH2:21][CH2:22][CH2:23][C:24]([OH:26])=[O:25])=[O:17])[C:9]1[CH:14]=[CH:13][CH:12]=[CH:11][CH:10]=1.ClC(OCC)=O.O[N:34]1[C:38](=[O:39])[CH2:37][CH2:36][C:35]1=[O:40]. Given the product [CH2:8]([O:15][C:16]([NH:18][CH2:19][CH2:20][CH2:21][CH2:22][CH2:23][C:24]([O:26][N:34]1[C:38](=[O:39])[CH2:37][CH2:36][C:35]1=[O:40])=[O:25])=[O:17])[C:9]1[CH:10]=[CH:11][CH:12]=[CH:13][CH:14]=1, predict the reactants needed to synthesize it. (2) Given the product [OH:59][CH:58]1[CH2:51][CH2:52][C:53]2([CH3:54])[CH:48]([CH2:47][CH2:46][CH:45]2[C@H:27]([CH2:28][CH2:29][C@@H:30]2[C:34]([CH3:35])([CH3:36])[O:33][CH:32]([C:37]3[CH:42]=[CH:41][C:40]([O:43][CH3:44])=[CH:39][CH:38]=3)[O:31]2)[CH2:26][CH2:25][CH2:24][CH:23]([CH3:57])[CH3:56])[C:49]1=[O:55], predict the reactants needed to synthesize it. The reactants are: [Cr](O[Cr]([O-])(=O)=O)([O-])(=O)=O.[NH+]1C=CC=CC=1.[NH+]1C=CC=CC=1.O[C:23]([CH3:57])([CH3:56])[CH2:24][CH2:25][CH2:26][C@H:27]([C@@H:45]1[C@:53]2([CH3:54])[C@H:48]([C@@H:49]([OH:55])C[CH2:51][CH2:52]2)[CH2:47][CH2:46]1)[CH2:28][CH2:29][C@@H:30]1[C:34]([CH3:36])([CH3:35])[O:33][CH:32]([C:37]2[CH:42]=[CH:41][C:40]([O:43][CH3:44])=[CH:39][CH:38]=2)[O:31]1.[CH3:58][OH:59].C(Cl)(Cl)Cl. (3) Given the product [F:56][C:55]([F:58])([F:57])[C:53]([OH:59])=[O:54].[C:1]([C:5]1[CH:30]=[CH:29][C:8]([C:9]([NH:11][C:12]2[CH:27]=[CH:26][C:25]([Cl:28])=[CH:24][C:13]=2[C:14]([NH:16][C:17]2[CH:22]=[CH:21][C:20]([F:23])=[CH:19][N:18]=2)=[O:15])=[O:10])=[C:7]([O:31][CH:32]2[CH2:37][CH2:36][NH:35][CH2:34][CH2:33]2)[CH:6]=1)([CH3:4])([CH3:2])[CH3:3], predict the reactants needed to synthesize it. The reactants are: [C:1]([C:5]1[CH:30]=[CH:29][C:8]([C:9]([NH:11][C:12]2[CH:27]=[CH:26][C:25]([Cl:28])=[CH:24][C:13]=2[C:14]([NH:16][C:17]2[CH:22]=[CH:21][C:20]([F:23])=[CH:19][N:18]=2)=[O:15])=[O:10])=[C:7]([O:31][CH:32]2[CH2:37][CH2:36][N:35](C(OC(C)(C)C)=O)[CH2:34][CH2:33]2)[CH:6]=1)([CH3:4])([CH3:3])[CH3:2].C1(OC)C=CC=CC=1.[C:53]([OH:59])([C:55]([F:58])([F:57])[F:56])=[O:54]. (4) Given the product [Br-:1].[Cl:22][C:23]1[CH:24]=[C:25]([C:2]2[CH:7]=[C:6]([Cl:8])[CH:5]=[CH:4][C:3]=2[NH:9][C:10]([O:11][CH:12]2[CH2:18][CH:17]3[N+:19]([CH3:32])([CH3:20])[CH:14]([CH2:15][CH2:16]3)[CH2:13]2)=[O:21])[CH:26]=[CH:27][CH:28]=1, predict the reactants needed to synthesize it. The reactants are: [Br:1][C:2]1[CH:7]=[C:6]([Cl:8])[CH:5]=[CH:4][C:3]=1[NH:9][C:10](=[O:21])[O:11][CH:12]1[CH2:18][CH:17]2[N:19]([CH3:20])[CH:14]([CH2:15][CH2:16]2)[CH2:13]1.[Cl:22][C:23]1[CH:24]=[C:25](B(O)O)[CH:26]=[CH:27][CH:28]=1.[CH3:32]Br. (5) Given the product [C:22]([CH:13]1[CH2:18][CH2:17][CH2:16][CH2:15][CH:14]1[C:19]([OH:1])=[O:20])([OH:21])=[O:23].[O:1]=[CH:2][C@@H:3]([C@H:5]([C@@H:7]([C@@H:9]([CH2:11][OH:12])[OH:10])[OH:8])[OH:6])[OH:4].[O:1]=[CH:2][C@@H:3]([C@H:5]([C@@H:7]([C@@H:9]([CH2:11][OH:12])[OH:10])[OH:8])[OH:6])[OH:4].[O:1]=[CH:2][C@@H:3]([C@H:5]([C@@H:7]([C@@H:9]([CH2:11][OH:12])[OH:10])[OH:8])[OH:6])[OH:4].[O:1]=[CH:2][C@@H:3]([C@H:5]([C@@H:7]([C@@H:9]([CH2:11][OH:12])[OH:10])[OH:8])[OH:6])[OH:4].[O:1]=[CH:2][C@@H:3]([C@H:5]([C@@H:7]([C@@H:9]([CH2:11][OH:12])[OH:10])[OH:8])[OH:6])[OH:4], predict the reactants needed to synthesize it. The reactants are: [O:1]=[CH:2][C@@H:3]([C@H:5]([C@@H:7]([C@@H:9]([CH2:11][OH:12])[OH:10])[OH:8])[OH:6])[OH:4].[C@@H:13]12[C:22](=[O:23])[O:21][C:19](=[O:20])[C@@H:14]1[CH2:15][CH2:16][CH2:17][CH2:18]2. (6) Given the product [CH:11]1([CH:16]([OH:17])[C:2]#[C:1][O:3][CH2:4][CH3:5])[CH2:15][CH2:14][CH2:13][CH2:12]1, predict the reactants needed to synthesize it. The reactants are: [C:1]([O:3][CH2:4][CH3:5])#[CH:2].[Li]CCCC.[CH:11]1([CH:16]=[O:17])[CH2:15][CH2:14][CH2:13][CH2:12]1.[NH4+].[Cl-]. (7) Given the product [F:36][C:33]1[CH:32]=[CH:31][C:30]([NH:29][C:28]([O:27][C:24]2[CH:23]=[CH:22][C:21]([C:18]3[CH:19]=[CH:20][C:15]([S:12]([NH:11][CH:7]([CH:8]([CH3:10])[CH3:9])[C:6]([OH:38])=[O:5])(=[O:14])=[O:13])=[CH:16][CH:17]=3)=[CH:26][CH:25]=2)=[O:37])=[CH:35][CH:34]=1, predict the reactants needed to synthesize it. The reactants are: C([O:5][C:6](=[O:38])[CH:7]([NH:11][S:12]([C:15]1[CH:20]=[CH:19][C:18]([C:21]2[CH:26]=[CH:25][C:24]([O:27][C:28](=[O:37])[NH:29][C:30]3[CH:35]=[CH:34][C:33]([F:36])=[CH:32][CH:31]=3)=[CH:23][CH:22]=2)=[CH:17][CH:16]=1)(=[O:14])=[O:13])[CH:8]([CH3:10])[CH3:9])(C)(C)C.C(O)(C(F)(F)F)=O.